Dataset: Reaction yield outcomes from USPTO patents with 853,638 reactions. Task: Predict the reaction yield, written as a fraction of the theoretical maximum amount of product (1.0 means a 100% yield; for example, 0.34 means a 34% yield). (1) The reactants are [OH-:1].[Na+:2].CC([OH:6])C.[CH:7]1[N:11]=[CH:10][N:9]([CH2:12][C:13]([P:19]([OH:22])([OH:21])=[O:20])([P:15]([OH:18])([OH:17])=[O:16])[OH:14])[CH:8]=1. The catalyst is O. The product is [CH:7]1[N:11]=[CH:10][N:9]([CH2:12][C:13]([P:15]([O-:18])([OH:17])=[O:16])([P:19]([O-:21])([OH:22])=[O:20])[OH:14])[CH:8]=1.[OH2:6].[OH2:1].[OH2:6].[OH2:6].[Na+:2].[Na+:2]. The yield is 0.910. (2) The reactants are [NH2:1][C:2]1[C:11]([NH2:12])=[CH:10][C:9]([N:13]2[CH2:18][CH2:17][O:16][CH2:15][CH2:14]2)=[CH:8][C:3]=1[C:4]([O:6][CH3:7])=[O:5].N[C:20](N)=[O:21]. The catalyst is CN(C=O)C.C(Cl)Cl. The product is [N:13]1([C:9]2[CH:8]=[C:3]([C:4]([O:6][CH3:7])=[O:5])[C:2]3[NH:1][C:20](=[O:21])[NH:12][C:11]=3[CH:10]=2)[CH2:18][CH2:17][O:16][CH2:15][CH2:14]1. The yield is 0.620. (3) The reactants are Br[C:2]1[CH:3]=[C:4]2[C:9](=[CH:10][CH:11]=1)[N:8]=[C:7]([O:12][CH:13]1[CH2:18][CH2:17][CH:16]([C:19]([CH3:22])([CH3:21])[CH3:20])[CH2:15][CH2:14]1)[CH:6]=[CH:5]2.[O:23]1CCC[CH2:24]1.C([Li])CCC.C1CCCCC1.CN(C)C=O.Cl.C([O-])(O)=O.[Na+]. No catalyst specified. The product is [C:19]([C@H:16]1[CH2:17][CH2:18][C@H:13]([O:12][C:7]2[CH:6]=[CH:5][C:4]3[C:9](=[CH:10][CH:11]=[C:2]([CH:24]=[O:23])[CH:3]=3)[N:8]=2)[CH2:14][CH2:15]1)([CH3:22])([CH3:21])[CH3:20]. The yield is 0.310. (4) The reactants are [CH3:1][O:2][C:3]1[CH:4]=[C:5]([CH2:20][C:21]([OH:23])=O)[CH:6]=[CH:7][C:8]=1[NH:9][C:10]([NH:12][C:13]1[CH:18]=[CH:17][CH:16]=[CH:15][C:14]=1[CH3:19])=[O:11].[CH2:24]([O:26][C:27]([C:29]1[CH:34]=[CH:33][C:32]([C:35]#[C:36][CH:37]2[CH2:41][CH2:40][CH2:39][NH:38]2)=[CH:31][CH:30]=1)=[O:28])[CH3:25].C(Cl)CCl.Cl. The yield is 0.890. The catalyst is CN(C1C=CN=CC=1)C.CN(C=O)C. The product is [CH3:1][O:2][C:3]1[CH:4]=[C:5]([CH2:20][C:21]([N:38]2[CH2:39][CH2:40][CH2:41][CH:37]2[C:36]#[C:35][C:32]2[CH:33]=[CH:34][C:29]([C:27]([O:26][CH2:24][CH3:25])=[O:28])=[CH:30][CH:31]=2)=[O:23])[CH:6]=[CH:7][C:8]=1[NH:9][C:10]([NH:12][C:13]1[CH:18]=[CH:17][CH:16]=[CH:15][C:14]=1[CH3:19])=[O:11]. (5) The yield is 0.500. The catalyst is O1CCCC1.CN(C)C=O. The reactants are C(N(CC)C(C)C)(C)C.C(=O)([O-])[O-].[K+].[K+].[CH3:16][O:17][C:18](=[O:21])[CH2:19]Cl.[Br:22][C:23]1[CH:28]=[CH:27][C:26]([N:29]2[CH2:34][CH2:33][NH:32][CH2:31][CH2:30]2)=[CH:25][CH:24]=1. The product is [Br:22][C:23]1[CH:24]=[CH:25][C:26]([N:29]2[CH2:34][CH2:33][N:32]([CH2:19][C:18]([O:17][CH3:16])=[O:21])[CH2:31][CH2:30]2)=[CH:27][CH:28]=1. (6) The reactants are [NH2:1][C@@H:2]1[C:11]2[C:6](=[CH:7][CH:8]=[CH:9][CH:10]=2)[C@@H:5]([OH:12])[CH2:4][CH2:3]1.[C:13]([O:17][C:18](O[C:18]([O:17][C:13]([CH3:16])([CH3:15])[CH3:14])=[O:19])=[O:19])([CH3:16])([CH3:15])[CH3:14]. The catalyst is C(#N)C. The product is [C:13]([O:17][C:18](=[O:19])[NH:1][C@@H:2]1[C:11]2[C:6](=[CH:7][CH:8]=[CH:9][CH:10]=2)[C@@H:5]([OH:12])[CH2:4][CH2:3]1)([CH3:16])([CH3:15])[CH3:14]. The yield is 0.910. (7) The reactants are ClC(Cl)(Cl)[C:3]([C:5]1[NH:6][CH:7]=[CH:8][CH:9]=1)=[O:4].C([O-])([O-])=O.[K+].[K+].Br[CH2:19][C:20](=[O:24])[CH:21]([CH3:23])[CH3:22]. The product is [CH:21]([C:20]1[O:24][C:3](=[O:4])[C:5]2=[CH:9][CH:8]=[CH:7][N:6]2[CH:19]=1)([CH3:23])[CH3:22]. The yield is 0.930. The catalyst is CC(C)=O. (8) The reactants are [Cl:1][C:2]1[CH:7]=[CH:6][C:5]([C:8]2[CH:9]=[N:10][CH:11]=[C:12]3[C:17]=2[N:16]=[C:15]([C:18]([OH:20])=O)[CH:14]=[CH:13]3)=[CH:4][CH:3]=1.F[B-](F)(F)F.[N:26]1(OC(N(C)C)=[N+](C)C)[C:30]2C=C[CH:33]=[CH:34][C:29]=2[N:28]=N1.[CH:43]([N:46](CC)C(C)C)(C)C. The catalyst is CN(C)C=O. The product is [Cl:1][C:2]1[CH:3]=[CH:4][C:5]([C:8]2[CH:9]=[N:10][CH:11]=[C:12]3[C:17]=2[N:16]=[C:15]([C:18]([NH:26][CH2:30][C:29]2[CH:34]=[CH:33][N:46]=[CH:43][N:28]=2)=[O:20])[CH:14]=[CH:13]3)=[CH:6][CH:7]=1. The yield is 0.270.